Dataset: Forward reaction prediction with 1.9M reactions from USPTO patents (1976-2016). Task: Predict the product of the given reaction. (1) The product is: [Cl:3][C:19]1[CH2:20][CH2:21][N:16]([C:14]([O:13][CH2:11][CH3:12])=[O:15])[CH2:17][C:18]=1[CH:9]=[O:10]. Given the reactants O=P(Cl)(Cl)[Cl:3].CN([CH:9]=[O:10])C.[CH2:11]([O:13][C:14]([N:16]1[CH2:21][CH2:20][CH2:19][CH2:18][C:17]1=O)=[O:15])[CH3:12].C([O-])(=O)C.[Na+], predict the reaction product. (2) Given the reactants [F:1][C:2]1[CH:7]=[CH:6][CH:5]=[C:4]([F:8])[C:3]=1[C:9]1[C:18]2[CH:17]=[C:16]([CH:19]=[O:20])[CH:15]=[CH:14][C:13]=2[C:12]2[N:21]([S:24]([N:27]([CH3:29])[CH3:28])(=[O:26])=[O:25])[N:22]=[CH:23][C:11]=2[N:10]=1.[Mn]([O-])(=O)(=O)=[O:31].[K+], predict the reaction product. The product is: [F:1][C:2]1[CH:7]=[CH:6][CH:5]=[C:4]([F:8])[C:3]=1[C:9]1[C:18]2[CH:17]=[C:16]([C:19]([OH:31])=[O:20])[CH:15]=[CH:14][C:13]=2[C:12]2[N:21]([S:24](=[O:25])(=[O:26])[N:27]([CH3:29])[CH3:28])[N:22]=[CH:23][C:11]=2[N:10]=1. (3) The product is: [C:12]1([NH:18][C:19]([NH2:1])=[O:20])[CH:17]=[CH:16][CH:15]=[CH:14][CH:13]=1. Given the reactants [NH:1]1CCCN1C(O)=O.CC#N.[C:12]1([N:18]=[C:19]=[O:20])[CH:17]=[CH:16][CH:15]=[CH:14][CH:13]=1, predict the reaction product. (4) The product is: [CH:1]1([NH:7][C:8]([C:10]2[N:27]([CH3:26])[C:12]([CH3:25])=[CH:13][C:14](=[O:24])[C:15]=2[O:16][CH2:17][C:18]2[CH:23]=[CH:22][CH:21]=[CH:20][CH:19]=2)=[O:9])[CH2:6][CH2:5][CH2:4][CH2:3][CH2:2]1. Given the reactants [CH:1]1([NH:7][C:8]([C:10]2O[C:12]([CH3:25])=[CH:13][C:14](=[O:24])[C:15]=2[O:16][CH2:17][C:18]2[CH:23]=[CH:22][CH:21]=[CH:20][CH:19]=2)=[O:9])[CH2:6][CH2:5][CH2:4][CH2:3][CH2:2]1.[CH3:26][NH2:27], predict the reaction product.